This data is from Reaction yield outcomes from USPTO patents with 853,638 reactions. The task is: Predict the reaction yield, written as a fraction of the theoretical maximum amount of product (1.0 means a 100% yield; for example, 0.34 means a 34% yield). (1) The yield is 0.370. The catalyst is CO.[Cu-]=O. The reactants are [C:1]([N:4]1[C:13]2[C:8](=[CH:9][C:10](B3OC(C)(C)C(C)(C)O3)=[CH:11][CH:12]=2)[C@H:7]([NH:23][C:24](=[O:29])[O:25][CH:26]([CH3:28])[CH3:27])[CH2:6][C@@H:5]1[CH3:30])(=[O:3])[CH3:2].[CH3:31][C:32]1[NH:33][CH:34]=[CH:35][N:36]=1. The product is [C:1]([N:4]1[C:13]2[C:8](=[CH:9][C:10]([N:33]3[CH:34]=[CH:35][N:36]=[C:32]3[CH3:31])=[CH:11][CH:12]=2)[C@H:7]([NH:23][C:24](=[O:29])[O:25][CH:26]([CH3:27])[CH3:28])[CH2:6][C@@H:5]1[CH3:30])(=[O:3])[CH3:2]. (2) The catalyst is C(OCC)(=O)C.C1C=CC(/C=C/C(/C=C/C2C=CC=CC=2)=O)=CC=1.C1C=CC(/C=C/C(/C=C/C2C=CC=CC=2)=O)=CC=1.C1C=CC(/C=C/C(/C=C/C2C=CC=CC=2)=O)=CC=1.[Pd].[Pd].O1CCOCC1. The product is [C:18]([C:17]1[CH:16]=[CH:15][C:4]([C:5]([O:7][CH2:8][C:9]2[CH:14]=[CH:13][CH:12]=[CH:11][CH:10]=2)=[O:6])=[CH:3][C:2]=1[NH:32][CH:26]1[CH2:31][CH2:30][CH2:29][CH2:28][CH2:27]1)#[N:19]. The reactants are Br[C:2]1[CH:3]=[C:4]([CH:15]=[CH:16][C:17]=1[C:18]#[N:19])[C:5]([O:7][CH2:8][C:9]1[CH:14]=[CH:13][CH:12]=[CH:11][CH:10]=1)=[O:6].C(=O)([O-])[O-].[Cs+].[Cs+].[CH:26]1([NH2:32])[CH2:31][CH2:30][CH2:29][CH2:28][CH2:27]1.CC1(C)C2C(=C(P(C3C=CC=CC=3)C3C=CC=CC=3)C=CC=2)OC2C(P(C3C=CC=CC=3)C3C=CC=CC=3)=CC=CC1=2. The yield is 0.750. (3) The reactants are [CH2:1]([O:8][C:9]([NH:11][CH:12]([CH:25]([CH3:27])[CH3:26])[C:13]([NH:15][C:16]1[C:21]([C:22]([OH:24])=O)=[CH:20][N:19]=[CH:18][CH:17]=1)=[O:14])=[O:10])[C:2]1[CH:7]=[CH:6][CH:5]=[CH:4][CH:3]=1.C(Cl)CCl.[CH2:32]([NH2:39])[C:33]1[CH:38]=[CH:37][CH:36]=[CH:35][CH:34]=1. The catalyst is ClCCl. The product is [CH2:1]([O:8][C:9](=[O:10])[NH:11][CH:12]([C:13](=[O:14])[NH:15][C:16]1[CH:17]=[CH:18][N:19]=[CH:20][C:21]=1[C:22](=[O:24])[NH:39][CH2:32][C:33]1[CH:38]=[CH:37][CH:36]=[CH:35][CH:34]=1)[CH:25]([CH3:26])[CH3:27])[C:2]1[CH:7]=[CH:6][CH:5]=[CH:4][CH:3]=1. The yield is 0.359.